This data is from Full USPTO retrosynthesis dataset with 1.9M reactions from patents (1976-2016). The task is: Predict the reactants needed to synthesize the given product. (1) Given the product [Cl:1][C:2]1[CH:3]=[CH:4][C:5]([C:6]2[C:8]([C:9]#[N:10])=[CH:11][N:42]=[C:40]([NH:39][C:29]3[CH:30]=[CH:31][C:32]([N:33]4[CH:37]=[C:36]([CH3:38])[N:35]=[CH:34]4)=[C:27]([O:26][CH3:25])[CH:28]=3)[N:41]=2)=[CH:15][CH:16]=1, predict the reactants needed to synthesize it. The reactants are: [Cl:1][C:2]1[CH:16]=[CH:15][C:5]([C:6]([C:8](=[CH:11]N(C)C)[C:9]#[N:10])=O)=[CH:4][CH:3]=1.[N+]([O-])(O)=O.[N+]([O-])(O)=O.[CH3:25][O:26][C:27]1[CH:28]=[C:29]([NH:39][C:40]([NH2:42])=[NH:41])[CH:30]=[CH:31][C:32]=1[N:33]1[CH:37]=[C:36]([CH3:38])[N:35]=[CH:34]1. (2) Given the product [CH:30]1([CH2:29][O:28][C:22]2[CH:23]=[CH:24][C:25]([CH3:27])=[CH:26][C:21]=2[C:20]2[C:15]3[NH:14][C:13]([CH3:33])=[C:12]([C:10]([NH:9][C@H:6]4[CH2:7][CH2:8][C@H:3]([NH:2][C:37](=[O:38])[CH2:36][O:35][CH3:34])[CH2:4][CH2:5]4)=[O:11])[C:16]=3[N:17]=[CH:18][N:19]=2)[CH2:31][CH2:32]1, predict the reactants needed to synthesize it. The reactants are: Cl.[NH2:2][C@H:3]1[CH2:8][CH2:7][C@H:6]([NH:9][C:10]([C:12]2[C:16]3[N:17]=[CH:18][N:19]=[C:20]([C:21]4[CH:26]=[C:25]([CH3:27])[CH:24]=[CH:23][C:22]=4[O:28][CH2:29][CH:30]4[CH2:32][CH2:31]4)[C:15]=3[NH:14][C:13]=2[CH3:33])=[O:11])[CH2:5][CH2:4]1.[CH3:34][O:35][CH2:36][C:37](Cl)=[O:38]. (3) Given the product [NH2:15][C:11]1[C:10]([C:18]#[N:19])=[C:9]([N:6]2[CH2:7][CH2:8][N:3]([CH2:1][CH3:2])[CH2:4][CH2:5]2)[CH:14]=[CH:13][CH:12]=1, predict the reactants needed to synthesize it. The reactants are: [CH2:1]([N:3]1[CH2:8][CH2:7][N:6]([C:9]2[CH:14]=[CH:13][CH:12]=[C:11]([N+:15]([O-])=O)[C:10]=2[C:18]#[N:19])[CH2:5][CH2:4]1)[CH3:2].N#N. (4) Given the product [C:31]([O:30][C:28](=[O:29])[CH2:27][N:9]1[C:10]2=[N:11][CH:12]=[C:13]([C:16]([O:18][CH3:19])=[O:17])[CH:14]=[C:15]2[C:7]([CH:1]2[CH2:2][CH2:3][CH2:4][CH2:5][CH2:6]2)=[C:8]1[Si:20]([CH3:22])([CH3:21])[CH3:23])([CH3:34])([CH3:33])[CH3:32], predict the reactants needed to synthesize it. The reactants are: [CH:1]1([C:7]2[C:15]3[C:10](=[N:11][CH:12]=[C:13]([C:16]([O:18][CH3:19])=[O:17])[CH:14]=3)[NH:9][C:8]=2[Si:20]([CH3:23])([CH3:22])[CH3:21])[CH2:6][CH2:5][CH2:4][CH2:3][CH2:2]1.[H-].[Na+].Br[CH2:27][C:28]([O:30][C:31]([CH3:34])([CH3:33])[CH3:32])=[O:29]. (5) Given the product [C:14]([Si:11]([O:9][C:7]1[CH:8]=[C:3]([CH2:1][CH3:2])[CH:4]=[CH:5][C:6]=1[F:10])([CH3:13])[CH3:12])([CH3:17])([CH3:16])[CH3:15], predict the reactants needed to synthesize it. The reactants are: [CH2:1]([C:3]1[CH:4]=[CH:5][C:6]([F:10])=[C:7]([OH:9])[CH:8]=1)[CH3:2].[Si:11](Cl)([C:14]([CH3:17])([CH3:16])[CH3:15])([CH3:13])[CH3:12].N1C=CN=C1. (6) Given the product [Br:36][C:37]1[C:42]([CH2:43][NH:15][C:16]2[C:17]3[CH2:28][N:27]([C:29]([O:31][C:32]([CH3:34])([CH3:33])[CH3:35])=[O:30])[CH2:26][C:18]=3[N:19]([C:21]([O:23][CH2:24][CH3:25])=[O:22])[N:20]=2)=[C:41]([F:45])[C:40]([O:46][CH3:47])=[CH:39][CH:38]=1, predict the reactants needed to synthesize it. The reactants are: C(O[BH-](OC(=O)C)OC(=O)C)(=O)C.[Na+].[NH2:15][C:16]1[C:17]2[CH2:28][N:27]([C:29]([O:31][C:32]([CH3:35])([CH3:34])[CH3:33])=[O:30])[CH2:26][C:18]=2[N:19]([C:21]([O:23][CH2:24][CH3:25])=[O:22])[N:20]=1.[Br:36][C:37]1[C:42]([CH:43]=O)=[C:41]([F:45])[C:40]([O:46][CH3:47])=[CH:39][CH:38]=1.C(O)(=O)C. (7) Given the product [CH3:26][C:15]1[CH:14]=[CH:13][CH:25]=[CH:24][C:16]=1[C:17]([NH:19][CH:20]1[CH2:23][S:22][CH2:21]1)=[O:18], predict the reactants needed to synthesize it. The reactants are: ClC1C=C(/C(/C(F)(F)F)=C/C([C:13]2[CH:25]=[CH:24][C:16]([C:17]([NH:19][CH:20]3[CH2:23][S:22][CH2:21]3)=[O:18])=[C:15]([CH3:26])[CH:14]=2)=O)C=C(Cl)C=1.O. (8) The reactants are: [F:1][C:2]1[CH:3]=[C:4]([S:8]([C:11]2[CH:20]=[C:19]3[C:14]([CH:15]([CH2:21][CH2:22][OH:23])[CH2:16][CH2:17][O:18]3)=[CH:13][CH:12]=2)(=[O:10])=[O:9])[CH:5]=[CH:6][CH:7]=1.CCN(CC)CC.[CH3:31][S:32](Cl)(=[O:34])=[O:33]. Given the product [F:1][C:2]1[CH:3]=[C:4]([S:8]([C:11]2[CH:20]=[C:19]3[C:14]([CH:15]([CH2:21][CH2:22][O:23][S:32]([CH3:31])(=[O:34])=[O:33])[CH2:16][CH2:17][O:18]3)=[CH:13][CH:12]=2)(=[O:10])=[O:9])[CH:5]=[CH:6][CH:7]=1, predict the reactants needed to synthesize it.